This data is from Catalyst prediction with 721,799 reactions and 888 catalyst types from USPTO. The task is: Predict which catalyst facilitates the given reaction. (1) Reactant: [NH2:1][C:2]1[CH:3]=[C:4]([C:8]2[CH:9]=[C:10]([N:14]3[C:19](=[O:20])[C:18]([CH2:21][C:22]4[CH:23]=[N:24][CH:25]=[CH:26][CH:27]=4)=[N:17][C:16]4[CH:28]=[CH:29][CH:30]=[N:31][C:15]3=4)[CH:11]=[CH:12][CH:13]=2)[CH:5]=[CH:6][CH:7]=1.[C:32]1(=[O:42])[O:37][C:35](=[O:36])[C:34]2=[CH:38][CH:39]=[CH:40][CH:41]=[C:33]12. Product: [C:35]([C:34]1[CH:38]=[CH:39][CH:40]=[CH:41][C:33]=1[C:32]([NH:1][C:2]1[CH:3]=[C:4]([C:8]2[CH:9]=[C:10]([N:14]3[C:19](=[O:20])[C:18]([CH2:21][C:22]4[CH:23]=[N:24][CH:25]=[CH:26][CH:27]=4)=[N:17][C:16]4[CH:28]=[CH:29][CH:30]=[N:31][C:15]3=4)[CH:11]=[CH:12][CH:13]=2)[CH:5]=[CH:6][CH:7]=1)=[O:42])([OH:37])=[O:36]. The catalyst class is: 38. (2) Reactant: [Cl:1][C:2]1[CH:7]=[CH:6][CH:5]=[C:4]([CH3:8])[C:3]=1I.[CH3:10][O:11][C:12](=[O:42])[CH2:13][C@H:14]1[C:18]2[CH:19]=[CH:20][C:21]([O:23][C@H:24]3[C:32]4[C:27](=[C:28](B5OC(C)(C)C(C)(C)O5)[CH:29]=[CH:30][CH:31]=4)[CH2:26][CH2:25]3)=[CH:22][C:17]=2[O:16][CH2:15]1. Product: [CH3:10][O:11][C:12](=[O:42])[CH2:13][C@H:14]1[C:18]2[CH:19]=[CH:20][C:21]([O:23][C@H:24]3[C:32]4[C:27](=[C:28]([C:3]5[C:4]([CH3:8])=[CH:5][CH:6]=[CH:7][C:2]=5[Cl:1])[CH:29]=[CH:30][CH:31]=4)[CH2:26][CH2:25]3)=[CH:22][C:17]=2[O:16][CH2:15]1. The catalyst class is: 12. (3) Reactant: [NH2:1][C:2]1[CH:7]=[CH:6][N:5]=[CH:4][CH:3]=1.[C:8](O[C:8]([O:10][C:11]([CH3:14])([CH3:13])[CH3:12])=[O:9])([O:10][C:11]([CH3:14])([CH3:13])[CH3:12])=[O:9]. Product: [C:11]([O:10][C:8](=[O:9])[NH:1][C:2]1[CH:7]=[CH:6][N:5]=[CH:4][CH:3]=1)([CH3:14])([CH3:13])[CH3:12]. The catalyst class is: 7. (4) Reactant: [C:1]([C:5]1[S:9][C:8]([NH:10][C:11]2[CH:16]=[CH:15][CH:14]=[CH:13][C:12]=2[N+:17]([O-])=O)=[C:7]([C:20]#[N:21])[CH:6]=1)([CH3:4])([CH3:3])[CH3:2].O.O.[Sn](Cl)[Cl:25]. Product: [ClH:25].[C:1]([C:5]1[S:9][C:8]2[NH:10][C:11]3[CH:16]=[CH:15][CH:14]=[CH:13][C:12]=3[N:17]=[C:20]([NH2:21])[C:7]=2[CH:6]=1)([CH3:4])([CH3:3])[CH3:2]. The catalyst class is: 502. (5) Reactant: [OH-].[Na+].C(O)(=O)C(O)=O.[F:9][C:10]1[CH:11]=[C:12]([CH:42]=[CH:43][CH:44]=1)[CH2:13][O:14][C:15]1[CH:41]=[CH:40][C:18]([O:19][CH:20]2[CH2:25][CH2:24][N:23]([C:26]([O:28][C:29]3[CH:30]=[N:31][CH:32]=[C:33]([CH2:35][O:36]C(=O)C)[CH:34]=3)=[O:27])[CH2:22][CH2:21]2)=[CH:17][CH:16]=1.Cl. Product: [F:9][C:10]1[CH:11]=[C:12]([CH:42]=[CH:43][CH:44]=1)[CH2:13][O:14][C:15]1[CH:16]=[CH:17][C:18]([O:19][CH:20]2[CH2:25][CH2:24][N:23]([C:26]([O:28][CH:29]3[CH2:34][CH:33]([CH2:35][OH:36])[CH2:32][NH:31][CH2:30]3)=[O:27])[CH2:22][CH2:21]2)=[CH:40][CH:41]=1. The catalyst class is: 1. (6) The catalyst class is: 768. Product: [C:45]1([C:50]2[CH:51]=[CH:52][CH:53]=[CH:54][CH:55]=2)[CH:46]=[CH:47][CH:48]=[CH:49][C:44]=1[NH:40][C:41]([O:42][CH:76]1[CH2:60][CH2:59][N:58]([CH2:61][CH2:62][N:66]([CH3:64])[C:25]([C:24]2[CH:23]=[CH:22][C:21]([CH2:20][N:8]([CH2:9][C:10]3[CH:15]=[CH:14][C:13]([C:16]([O:18][CH3:19])=[O:17])=[CH:12][CH:11]=3)[C:6]([O:5][C:1]([CH3:4])([CH3:3])[CH3:2])=[O:7])=[CH:29][CH:28]=2)=[O:26])[CH2:56][CH2:57]1)=[O:43]. Reactant: [C:1]([O:5][C:6]([N:8]([CH2:20][C:21]1[CH:29]=[CH:28][C:24]([C:25](O)=[O:26])=[CH:23][CH:22]=1)[CH2:9][C:10]1[CH:15]=[CH:14][C:13]([C:16]([O:18][CH3:19])=[O:17])=[CH:12][CH:11]=1)=[O:7])([CH3:4])([CH3:3])[CH3:2].CNCCN1CCC([N:40]([C:44]2[CH:49]=[CH:48][CH:47]=[CH:46][C:45]=2[C:50]2[CH:55]=[CH:54][CH:53]=[CH:52][CH:51]=2)[C:41](=[O:43])[O-:42])CC1.[CH2:56]([N:58]([CH2:61][CH3:62])[CH2:59][CH3:60])[CH3:57].Cl.[CH2:64]([N:66]=C=NCCCN(C)C)C.Cl[CH2:76]Cl. (7) Reactant: [CH2:1]([O:3][C:4](=[O:23])[CH2:5][CH:6]1[CH2:11][CH2:10][N:9]([C:12]2[C:17]([N+:18]([O-])=O)=[CH:16][C:15]([C:21]#[N:22])=[CH:14][N:13]=2)[CH2:8][CH2:7]1)[CH3:2]. Product: [CH2:1]([O:3][C:4](=[O:23])[CH2:5][CH:6]1[CH2:7][CH2:8][N:9]([C:12]2[C:17]([NH2:18])=[CH:16][C:15]([C:21]#[N:22])=[CH:14][N:13]=2)[CH2:10][CH2:11]1)[CH3:2]. The catalyst class is: 29. (8) Reactant: [CH2:1]([C:8]1[C:9]([CH3:24])=[N:10][C:11]2[C:16]([C:17]=1[CH3:18])=[CH:15][C:14]([C:19](OCC)=[O:20])=[CH:13][CH:12]=2)[C:2]1[CH:7]=[CH:6][CH:5]=[CH:4][CH:3]=1.[CH3:25][NH:26][O:27][CH3:28].Cl.C([Mg]Cl)(C)C. Product: [CH2:1]([C:8]1[C:9]([CH3:24])=[N:10][C:11]2[C:16]([C:17]=1[CH3:18])=[CH:15][C:14]([C:19]([N:26]([O:27][CH3:28])[CH3:25])=[O:20])=[CH:13][CH:12]=2)[C:2]1[CH:7]=[CH:6][CH:5]=[CH:4][CH:3]=1. The catalyst class is: 1.